Dataset: Forward reaction prediction with 1.9M reactions from USPTO patents (1976-2016). Task: Predict the product of the given reaction. Given the reactants I[Si](C)(C)C.[F:6][C:7]1[CH:8]=[C:9]([C@@H:15]2[CH2:24][CH2:23][CH2:22][C@H:21]3[N:16]2[C:17](=[O:25])[CH2:18][CH2:19][CH2:20]3)[CH:10]=[C:11]([F:14])[C:12]=1[F:13].CN(C)CCN(C)C.[I:34]I.S([O-])([O-])(=O)=S.[Na+].[Na+], predict the reaction product. The product is: [F:14][C:11]1[CH:10]=[C:9]([C@@H:15]2[CH2:24][CH2:23][CH2:22][C@H:21]3[N:16]2[C:17](=[O:25])[CH:18]([I:34])[CH2:19][CH2:20]3)[CH:8]=[C:7]([F:6])[C:12]=1[F:13].